From a dataset of Forward reaction prediction with 1.9M reactions from USPTO patents (1976-2016). Predict the product of the given reaction. (1) Given the reactants [H-].[Na+].[C:3]([C:7]1[N:12]=[C:11]([N:13]([CH3:21])[C:14]2[CH:19]=[CH:18][CH:17]=[CH:16][C:15]=2[CH3:20])[C:10]([C:22]([NH2:24])=[O:23])=[CH:9][CH:8]=1)([CH3:6])([CH3:5])[CH3:4].[N+:25]([C:28]1[CH:29]=[C:30]([S:34](Cl)(=[O:36])=[O:35])[CH:31]=[CH:32][CH:33]=1)([O-:27])=[O:26], predict the reaction product. The product is: [C:3]([C:7]1[N:12]=[C:11]([N:13]([CH3:21])[C:14]2[CH:19]=[CH:18][CH:17]=[CH:16][C:15]=2[CH3:20])[C:10]([C:22]([NH:24][S:34]([C:30]2[CH:31]=[CH:32][CH:33]=[C:28]([N+:25]([O-:27])=[O:26])[CH:29]=2)(=[O:35])=[O:36])=[O:23])=[CH:9][CH:8]=1)([CH3:6])([CH3:4])[CH3:5]. (2) Given the reactants [C:1]([O:5][C:6]([NH:8][C@@H:9]([CH:25]1[CH2:30][CH2:29][CH2:28][CH2:27][CH2:26]1)[C:10]([N:12]1[C:16]2=[N:17][CH:18]=[CH:19][CH:20]=[C:15]2[CH2:14][CH:13]1[C:21]([O:23]C)=[O:22])=[O:11])=[O:7])([CH3:4])([CH3:3])[CH3:2].C1COCC1.[OH-].[Li+], predict the reaction product. The product is: [C:1]([O:5][C:6]([NH:8][C@@H:9]([CH:25]1[CH2:30][CH2:29][CH2:28][CH2:27][CH2:26]1)[C:10]([N:12]1[C:16]2=[N:17][CH:18]=[CH:19][CH:20]=[C:15]2[CH2:14][CH:13]1[C:21]([OH:23])=[O:22])=[O:11])=[O:7])([CH3:4])([CH3:2])[CH3:3]. (3) Given the reactants C([O:8][C:9]1[CH:10]=[C:11]([CH:16]=[CH:17][C:18]([O:20][CH3:21])=[O:19])[CH:12]=[C:13]([F:15])[CH:14]=1)C1C=CC=CC=1, predict the reaction product. The product is: [F:15][C:13]1[CH:12]=[C:11]([CH2:16][CH2:17][C:18]([O:20][CH3:21])=[O:19])[CH:10]=[C:9]([OH:8])[CH:14]=1. (4) Given the reactants FC(F)(F)C(O)=O.C(OC([N:15]1[CH2:20][CH2:19][CH:18]([N:21]([CH2:27][C:28]2[O:29][C:30]3[CH:36]=[CH:35][CH:34]=[CH:33][C:31]=3[CH:32]=2)[CH2:22][CH2:23][CH:24]([CH3:26])[CH3:25])[CH2:17][CH2:16]1)=O)(C)(C)C, predict the reaction product. The product is: [CH3:25][CH:24]([CH3:26])[CH2:23][CH2:22][N:21]([CH2:27][C:28]1[O:29][C:30]2[CH:36]=[CH:35][CH:34]=[CH:33][C:31]=2[CH:32]=1)[CH:18]1[CH2:17][CH2:16][NH:15][CH2:20][CH2:19]1. (5) Given the reactants [Cl:1][C:2]1[CH:15]=[CH:14][C:5]([NH:6]C(OC(C)(C)C)=O)=[CH:4][CH:3]=1.[F:16][C:17]1[CH:25]=[C:24]([F:26])[CH:23]=[CH:22][C:18]=1[C:19](Cl)=[O:20], predict the reaction product. The product is: [NH2:6][C:5]1[CH:4]=[CH:3][C:2]([Cl:1])=[CH:15][C:14]=1[C:19]([C:18]1[CH:22]=[CH:23][C:24]([F:26])=[CH:25][C:17]=1[F:16])=[O:20]. (6) Given the reactants [F:1][C:2]1([F:49])[CH2:7][C@H:6]([O:8][C:9]2[C:14]([CH3:15])=[CH:13][C:12]([S:16]([N:19](CC3C=CC(OC)=CC=3OC)[C:20]3[CH:25]=[CH:24][N:23]=[CH:22][N:21]=3)(=[O:18])=[O:17])=[C:11]([F:37])[CH:10]=2)[C@@H:5]([C:38]2[N:42](COCCOC)[N:41]=[CH:40][CH:39]=2)[CH2:4][CH2:3]1.C([SiH](CC)CC)C, predict the reaction product. The product is: [F:49][C:2]1([F:1])[CH2:7][C@H:6]([O:8][C:9]2[C:14]([CH3:15])=[CH:13][C:12]([S:16]([NH:19][C:20]3[CH:25]=[CH:24][N:23]=[CH:22][N:21]=3)(=[O:18])=[O:17])=[C:11]([F:37])[CH:10]=2)[C@@H:5]([C:38]2[NH:42][N:41]=[CH:40][CH:39]=2)[CH2:4][CH2:3]1. (7) The product is: [Cl:28][C:10]1[CH:11]=[CH:12][C:13]([C:15]([NH:16][C:17]2[CH:18]=[CH:19][C:20]([C:23]([CH3:26])([CH3:24])[CH3:25])=[CH:21][CH:22]=2)=[O:27])=[CH:14][C:9]=1[N:8]([C:3]1[C:2]([Cl:1])=[CH:7][CH:6]=[CH:5][N:4]=1)[CH2:29][C:30](=[O:32])[NH2:36]. Given the reactants [Cl:1][C:2]1[C:3]([N:8]([CH2:29][C:30]([OH:32])=O)[C:9]2[CH:14]=[C:13]([C:15](=[O:27])[NH:16][C:17]3[CH:22]=[CH:21][C:20]([C:23]([CH3:26])([CH3:25])[CH3:24])=[CH:19][CH:18]=3)[CH:12]=[CH:11][C:10]=2[Cl:28])=[N:4][CH:5]=[CH:6][CH:7]=1.[Cl-].[NH4+].O[N:36]1C2C=CC=CC=2N=N1.Cl.C(N=C=NCCCN(C)C)C, predict the reaction product. (8) Given the reactants O[CH2:2][C@H:3]([N:6]1[C:19](=[O:20])[C:18]2[C:9](=[CH:10][C:11]3[C:12](=[O:30])[N:13]([C@H:21]([CH2:28][CH3:29])[CH2:22][N:23]4[N:27]=[N:26][CH:25]=[N:24]4)[CH:14]=[N:15][C:16]=3[CH:17]=2)[N:8]=[CH:7]1)[CH2:4][CH3:5].[NH:31]1[CH:35]=[N:34][C:33](C(OC)=O)=[N:32]1.C1(P(C2C=CC=CC=2)C2C=CC=CC=2)C=CC=CC=1.CC(OC(/N=N/C(OC(C)C)=O)=O)C, predict the reaction product. The product is: [N:24]1[N:23]([CH2:22][C@H:21]([N:13]2[C:12](=[O:30])[C:11]3[C:16](=[CH:17][C:18]4[C:19](=[O:20])[N:6]([C@H:3]([CH2:4][CH3:5])[CH2:2][N:34]5[CH:33]=[N:32][N:31]=[CH:35]5)[CH:7]=[N:8][C:9]=4[CH:10]=3)[N:15]=[CH:14]2)[CH2:28][CH3:29])[N:27]=[N:26][CH:25]=1. (9) Given the reactants [NH2:1][C:2]1[S:3][C:4]([C:17]2[CH:22]=[CH:21][CH:20]=[C:19]([F:23])[CH:18]=2)=[C:5]([C:7]([N:9]2[CH2:14][C@H:13]3[C@H:11]([CH2:12]3)[C@H:10]2[CH2:15][NH2:16])=[O:8])[N:6]=1.[CH3:24][C:25]1([CH3:37])[CH2:29][C:28]2[CH:30]=[CH:31][CH:32]=[C:33]([C:34](O)=[O:35])[C:27]=2[O:26]1, predict the reaction product. The product is: [NH2:1][C:2]1[S:3][C:4]([C:17]2[CH:22]=[CH:21][CH:20]=[C:19]([F:23])[CH:18]=2)=[C:5]([C:7]([N:9]2[CH2:14][C@H:13]3[C@H:11]([CH2:12]3)[C@H:10]2[CH2:15][NH:16][C:34]([C:33]2[C:27]3[O:26][C:25]([CH3:37])([CH3:24])[CH2:29][C:28]=3[CH:30]=[CH:31][CH:32]=2)=[O:35])=[O:8])[N:6]=1.